This data is from Catalyst prediction with 721,799 reactions and 888 catalyst types from USPTO. The task is: Predict which catalyst facilitates the given reaction. (1) Reactant: [CH2:1]([N:8]1[C@H:13]([CH2:14][NH:15][C@H:16]2[C:25]3[C:20](=[CH:21][CH:22]=[CH:23][CH:24]=3)[CH2:19][CH2:18][CH2:17]2)[CH2:12][N:11]2[CH2:26][CH2:27][CH2:28][C@@H:10]2[CH2:9]1)[C:2]1[CH:7]=[CH:6][CH:5]=[CH:4][CH:3]=1.[C:29](=[O:32])([O-])[OH:30].[Na+]. Product: [C:2]([O:30][C:29](=[O:32])[N:15]([CH2:14][C@@H:13]1[CH2:12][N:11]2[CH2:26][CH2:27][CH2:28][C@@H:10]2[CH2:9][N:8]1[CH2:1][C:2]1[CH:3]=[CH:4][CH:5]=[CH:6][CH:7]=1)[C@H:16]1[C:25]2[C:20](=[CH:21][CH:22]=[CH:23][CH:24]=2)[CH2:19][CH2:18][CH2:17]1)([CH3:7])([CH3:3])[CH3:1]. The catalyst class is: 355. (2) Reactant: C(O[BH-](OC(=O)C)OC(=O)C)(=O)C.[Na+].[CH:15]([CH:28]1[N:33]2[CH2:34][C@H:35]([O:37][Si:38]([C:41]([CH3:44])([CH3:43])[CH3:42])([CH3:40])[CH3:39])[CH2:36][C@H:32]2[CH2:31][NH:30][CH2:29]1)([C:22]1[CH:27]=[CH:26][CH:25]=[CH:24][CH:23]=1)[C:16]1[CH:21]=[CH:20][CH:19]=[CH:18][CH:17]=1.[CH3:45][O:46][C:47]1[CH:54]=[CH:53][C:52]([N:55]2[C:59]([C:60]([F:63])([F:62])[F:61])=[N:58][N:57]=[N:56]2)=[CH:51][C:48]=1[CH:49]=O. Product: [CH:15]([C@H:28]1[N:33]2[CH2:34][C@H:35]([O:37][Si:38]([C:41]([CH3:44])([CH3:43])[CH3:42])([CH3:40])[CH3:39])[CH2:36][C@H:32]2[CH2:31][N:30]([CH2:49][C:48]2[CH:51]=[C:52]([N:55]3[C:59]([C:60]([F:63])([F:62])[F:61])=[N:58][N:57]=[N:56]3)[CH:53]=[CH:54][C:47]=2[O:46][CH3:45])[CH2:29]1)([C:22]1[CH:23]=[CH:24][CH:25]=[CH:26][CH:27]=1)[C:16]1[CH:21]=[CH:20][CH:19]=[CH:18][CH:17]=1. The catalyst class is: 4. (3) Reactant: [CH3:1][C:2]1[C:6]([CH:7]=[O:8])=[CH:5][NH:4][N:3]=1.F[C:10]1[C:18]([F:19])=[CH:17][CH:16]=[CH:15][C:11]=1[C:12]([NH2:14])=[O:13].CC(C)([O-])C.[K+].N1C=CC=N1. Product: [F:19][C:18]1[C:10]([N:4]2[CH:5]=[C:6]([CH:7]=[O:8])[C:2]([CH3:1])=[N:3]2)=[C:11]([CH:15]=[CH:16][CH:17]=1)[C:12]([NH2:14])=[O:13]. The catalyst class is: 9. (4) Reactant: [OH:1][C:2]1[CH:9]=[CH:8][C:5]([CH:6]=[O:7])=[CH:4][CH:3]=1.[Cl:10][C:11]1[CH:18]=[C:17](F)[CH:16]=[CH:15][C:12]=1[C:13]#[N:14].C([O-])([O-])=O.[K+].[K+].O. Product: [Cl:10][C:11]1[CH:18]=[C:17]([O:1][C:2]2[CH:9]=[CH:8][C:5]([CH:6]=[O:7])=[CH:4][CH:3]=2)[CH:16]=[CH:15][C:12]=1[C:13]#[N:14]. The catalyst class is: 3.